From a dataset of Forward reaction prediction with 1.9M reactions from USPTO patents (1976-2016). Predict the product of the given reaction. (1) Given the reactants CCN=C=NCCCN(C)C.C1C=NC2N(O)N=NC=2C=1.C(N(CC)CC)C.[C:29]([O:33][C:34]([N:36]([C:63]([O:65][C:66]([CH3:69])([CH3:68])[CH3:67])=[O:64])[C:37]1[C:46]2[C:41](=[CH:42][C:43]([NH:47][CH:48]([C:52]3[CH:57]=[C:56]([CH3:58])[C:55]([CH2:59][CH2:60][OH:61])=[C:54]([CH3:62])[CH:53]=3)[C:49]([OH:51])=O)=[CH:44][CH:45]=2)[CH:40]=[CH:39][N:38]=1)=[O:35])([CH3:32])([CH3:31])[CH3:30].[N+:70]([C:73]1[CH:74]=[C:75]([CH:86]=[CH:87][CH:88]=1)[CH2:76][NH:77][CH2:78][C:79]([O:81][C:82]([CH3:85])([CH3:84])[CH3:83])=[O:80])([O-:72])=[O:71], predict the reaction product. The product is: [C:29]([O:33][C:34]([N:36]([C:63]([O:65][C:66]([CH3:68])([CH3:67])[CH3:69])=[O:64])[C:37]1[C:46]2[C:41](=[CH:42][C:43]([NH:47][CH:48]([C:52]3[CH:57]=[C:56]([CH3:58])[C:55]([CH2:59][CH2:60][OH:61])=[C:54]([CH3:62])[CH:53]=3)[C:49]([N:77]([CH2:78][C:79]([O:81][C:82]([CH3:85])([CH3:84])[CH3:83])=[O:80])[CH2:76][C:75]3[CH:86]=[CH:87][CH:88]=[C:73]([N+:70]([O-:72])=[O:71])[CH:74]=3)=[O:51])=[CH:44][CH:45]=2)[CH:40]=[CH:39][N:38]=1)=[O:35])([CH3:31])([CH3:32])[CH3:30]. (2) Given the reactants [C:1]([NH:5][C:6]1[C:10]2[CH:11]=[N:12][C:13](Cl)=[CH:14][C:9]=2[N:8]([CH:16]([CH3:18])[CH3:17])[N:7]=1)([CH3:4])([CH3:3])[CH3:2].[CH:19]1([S:22]([N:25]2[CH:29]=[C:28]([C:30]3[N:35]=[C:34]([NH2:36])[CH:33]=[CH:32][N:31]=3)[CH:27]=[N:26]2)(=[O:24])=[O:23])[CH2:21][CH2:20]1.C(=O)([O-])[O-].[Cs+].[Cs+].C1(P(C2C=CC=CC=2)C2C3OC4C(=CC=CC=4P(C4C=CC=CC=4)C4C=CC=CC=4)C(C)(C)C=3C=CC=2)C=CC=CC=1, predict the reaction product. The product is: [C:1]([NH:5][C:6]1[C:10]2[CH:11]=[N:12][C:13]([NH:36][C:34]3[CH:33]=[CH:32][N:31]=[C:30]([C:28]4[CH:27]=[N:26][N:25]([S:22]([CH:19]5[CH2:21][CH2:20]5)(=[O:24])=[O:23])[CH:29]=4)[N:35]=3)=[CH:14][C:9]=2[N:8]([CH:16]([CH3:18])[CH3:17])[N:7]=1)([CH3:4])([CH3:3])[CH3:2].